From a dataset of Peptide-MHC class II binding affinity with 134,281 pairs from IEDB. Regression. Given a peptide amino acid sequence and an MHC pseudo amino acid sequence, predict their binding affinity value. This is MHC class II binding data. (1) The peptide sequence is AGLGLRSAISSGLGS. The MHC is DRB4_0101 with pseudo-sequence DRB4_0103. The binding affinity (normalized) is 0.394. (2) The peptide sequence is FDAFVAYHIGARIVS. The MHC is DRB1_1501 with pseudo-sequence DRB1_1501. The binding affinity (normalized) is 1.00. (3) The MHC is HLA-DPA10301-DPB10402 with pseudo-sequence HLA-DPA10301-DPB10402. The binding affinity (normalized) is 0.335. The peptide sequence is NGTLNGLDYDDYVYP. (4) The peptide sequence is ITTFKLPTMSSSEDG. The MHC is DRB1_0101 with pseudo-sequence DRB1_0101. The binding affinity (normalized) is 0.511.